Dataset: Forward reaction prediction with 1.9M reactions from USPTO patents (1976-2016). Task: Predict the product of the given reaction. (1) Given the reactants [F:1][C:2]1[CH:7]=[CH:6][C:5]([CH2:8][OH:9])=[CH:4][C:3]=1[O:10][CH3:11].N1C=CN=C1.[C:17]([Si:21](Cl)([C:28]1[CH:33]=[CH:32][CH:31]=[CH:30][CH:29]=1)[C:22]1[CH:27]=[CH:26][CH:25]=[CH:24][CH:23]=1)([CH3:20])([CH3:19])[CH3:18].Cl, predict the reaction product. The product is: [C:17]([Si:21]([O:9][CH2:8][C:5]1[CH:6]=[CH:7][C:2]([F:1])=[C:3]([O:10][CH3:11])[CH:4]=1)([C:28]1[CH:33]=[CH:32][CH:31]=[CH:30][CH:29]=1)[C:22]1[CH:23]=[CH:24][CH:25]=[CH:26][CH:27]=1)([CH3:20])([CH3:18])[CH3:19]. (2) Given the reactants [Cl:1][C:2]1[CH:7]=[CH:6][CH:5]=[CH:4][C:3]=1[CH2:8][CH2:9][NH:10][C:11](=O)[CH3:12].O=P12OP3(OP(OP(O3)(O1)=O)(=O)O2)=O, predict the reaction product. The product is: [Cl:1][C:2]1[CH:7]=[CH:6][CH:5]=[C:4]2[C:3]=1[CH2:8][CH2:9][N:10]=[C:11]2[CH3:12]. (3) The product is: [CH2:7]([O:1][CH2:2][CH:3]([CH2:5][OH:6])[OH:4])[CH2:8][CH2:9][CH3:10].[CH3:2][CH2:3][O:12][CH2:7][CH3:8]. Given the reactants [OH:1][CH2:2][CH:3]([CH2:5][OH:6])[OH:4].[C:7]([OH:12])(=O)[CH2:8][CH2:9][CH3:10], predict the reaction product. (4) Given the reactants [NH2:1][C:2]1[C:3]2[C:10]([C:11]3[CH:16]=[CH:15][C:14]([O:17][C:18]4[CH:23]=[CH:22][CH:21]=[CH:20][CH:19]=4)=[CH:13][CH:12]=3)=[CH:9][NH:8][C:4]=2[N:5]=[CH:6][N:7]=1.[H-].[Na+].CC1C=CC(S(O[CH:37]2[CH2:42][CH2:41][N:40]([C:43]([O:45][C:46]([CH3:49])([CH3:48])[CH3:47])=[O:44])[CH2:39][CH2:38]2)(=O)=O)=CC=1, predict the reaction product. The product is: [C:46]([O:45][C:43]([N:40]1[CH2:41][CH2:42][CH:37]([N:8]2[C:4]3[N:5]=[CH:6][N:7]=[C:2]([NH2:1])[C:3]=3[C:10]([C:11]3[CH:12]=[CH:13][C:14]([O:17][C:18]4[CH:23]=[CH:22][CH:21]=[CH:20][CH:19]=4)=[CH:15][CH:16]=3)=[CH:9]2)[CH2:38][CH2:39]1)=[O:44])([CH3:49])([CH3:47])[CH3:48].